From a dataset of Forward reaction prediction with 1.9M reactions from USPTO patents (1976-2016). Predict the product of the given reaction. (1) Given the reactants C1C2C(=CC=CC=2)C=CC=1C[O:12][C:13]1[CH:14]=[C:15]([CH:28]=[C:29]([N+:31]([O-])=O)[CH:30]=1)[C:16]([NH:18][NH:19][C:20](=[O:27])[C:21]1[CH:26]=[CH:25][CH:24]=[CH:23][CH:22]=1)=[O:17].CCO, predict the reaction product. The product is: [OH:12][C:13]1[CH:14]=[C:15]([CH:28]=[C:29]([NH2:31])[CH:30]=1)[C:16]([NH:18][NH:19][C:20](=[O:27])[C:21]1[CH:26]=[CH:25][CH:24]=[CH:23][CH:22]=1)=[O:17]. (2) Given the reactants [CH3:1][C:2]([CH3:31])([CH3:30])[C@H:3]([NH:8][C:9]([N:11]1[C:19]2[CH2:18][CH2:17][N:16]([CH3:20])[CH2:15][C:14]=2[C:13]([C:21]2[CH:26]=[C:25]([F:27])[C:24]([F:28])=[CH:23][C:22]=2F)=[N:12]1)=[O:10])[C:4](NC)=[O:5].FC1C=C(C2C3CN(C(OC(C)(C)C)=O)CCC=3NN=2)C=CC=1F.N[C@H](CO)C(C)(C)C, predict the reaction product. The product is: [F:27][C:25]1[CH:26]=[C:21]([C:13]2[C:14]3[CH2:15][N:16]([CH3:20])[CH2:17][CH2:18][C:19]=3[N:11]([C:9]([NH:8][C@@H:3]([C:2]([CH3:31])([CH3:30])[CH3:1])[CH2:4][OH:5])=[O:10])[N:12]=2)[CH:22]=[CH:23][C:24]=1[F:28]. (3) The product is: [N+:30]([C:21]1[CH:22]=[C:23]([C:26]([F:27])([F:28])[F:29])[CH:24]=[CH:25][C:20]=1[N:2]1[CH2:7][CH2:6][CH2:5][C@@H:4]([OH:8])[CH2:3]1)([O-:32])=[O:31]. Given the reactants Cl.[NH:2]1[CH2:7][CH2:6][CH2:5][C@@H:4]([OH:8])[CH2:3]1.C(=O)(O)[O-].[Na+].C1COCC1.F[C:20]1[CH:25]=[CH:24][C:23]([C:26]([F:29])([F:28])[F:27])=[CH:22][C:21]=1[N+:30]([O-:32])=[O:31], predict the reaction product. (4) Given the reactants C1(P(C2C=CC=CC=2)C2C=CC=CC=2)C=CC=CC=1.[CH2:20]([OH:23])[CH:21]=[CH2:22].O[C:25]1[NH:29][N:28]=[C:27]([N:30]2[C:38](=[O:39])[C:37]3[C:32](=[CH:33][CH:34]=[CH:35][CH:36]=3)[C:31]2=[O:40])[CH:26]=1.CC(OC(/N=N/C(OC(C)C)=O)=O)C, predict the reaction product. The product is: [CH2:20]([O:23][C:25]1[NH:29][N:28]=[C:27]([N:30]2[C:31](=[O:40])[C:32]3[C:37](=[CH:36][CH:35]=[CH:34][CH:33]=3)[C:38]2=[O:39])[CH:26]=1)[CH:21]=[CH2:22]. (5) The product is: [F:6][C:7]1[CH:8]=[CH:9][C:10]2[CH2:17][C:16]3[CH:18]=[CH:19][CH:20]=[CH:21][C:15]=3[C@@H:13]([CH2:5][CH:4]=[CH2:3])[C@H:12]([OH:14])[C:11]=2[CH:22]=1.[F:6][C:7]1[CH:8]=[CH:9][C:10]2[CH2:17][C:16]3[CH:18]=[CH:19][CH:20]=[CH:21][C:15]=3[C@@H:13]([OH:14])[C@H:12]([CH2:5][CH:4]=[CH2:3])[C:11]=2[CH:22]=1. Given the reactants Br[Mg][CH2:3][CH:4]=[CH2:5].[F:6][C:7]1[CH:8]=[CH:9][C:10]2[CH2:17][C:16]3[CH:18]=[CH:19][CH:20]=[CH:21][C:15]=3[CH:13]3[O:14][CH:12]3[C:11]=2[CH:22]=1, predict the reaction product. (6) Given the reactants [F:1][C:2]1[CH:7]=[CH:6][CH:5]=[CH:4][C:3]=1[NH:8][C:9]1[C:17]2[C:12](=[CH:13][CH:14]=[CH:15][CH:16]=2)[N:11]([C:18]2[N:23]=[C:22]([NH2:24])[C:21]([NH2:25])=[C:20]([NH2:26])[N:19]=2)[N:10]=1.[C:27]([O:31]C(OC)=O)([O:29]C)=[O:28].[CH3:36]C(O)C, predict the reaction product. The product is: [CH:27]([OH:29])=[O:28].[CH3:36][N:25]([C:21]1[C:20]([NH2:26])=[N:19][C:18]([N:11]2[C:12]3[C:17](=[CH:16][CH:15]=[CH:14][CH:13]=3)[C:9]([NH:8][C:3]3[CH:4]=[CH:5][CH:6]=[CH:7][C:2]=3[F:1])=[N:10]2)=[N:23][C:22]=1[NH2:24])[C:27](=[O:28])[OH:31]. (7) Given the reactants [Cl:1][C:2]1[C:3]([N:8]2[CH2:13][CH:12]=[C:11]([C:14]([OH:16])=O)[CH2:10][CH2:9]2)=[N:4][CH:5]=[CH:6][CH:7]=1.[C:17]([C:21]1[CH:27]=[CH:26][C:24]([NH2:25])=[CH:23][CH:22]=1)([CH3:20])([CH3:19])[CH3:18].CCN=C=NCCCN(C)C.O, predict the reaction product. The product is: [C:17]([C:21]1[CH:22]=[CH:23][C:24]([NH:25][C:14]([C:11]2[CH2:10][CH2:9][N:8]([C:3]3[C:2]([Cl:1])=[CH:7][CH:6]=[CH:5][N:4]=3)[CH2:13][CH:12]=2)=[O:16])=[CH:26][CH:27]=1)([CH3:20])([CH3:18])[CH3:19]. (8) The product is: [N+:12]([C:3]1[CH:2]=[N:1][C:10]2[C:5]([C:4]=1[OH:11])=[N:6][CH:7]=[CH:8][CH:9]=2)([O-:14])=[O:13]. Given the reactants [N:1]1[C:10]2[C:5](=[N:6][CH:7]=[CH:8][CH:9]=2)[C:4]([OH:11])=[CH:3][CH:2]=1.[N+:12]([O-])([OH:14])=[O:13].[OH-].[NH4+], predict the reaction product. (9) Given the reactants [NH:1]1[C:5]2[CH:6]=[CH:7][CH:8]=[CH:9][C:4]=2[N:3]=[C:2]1[C:10]1[CH:11]=[C:12]([N:16]2[CH2:21][CH2:20][N:19]([C:22]([CH:24]3[CH2:29][CH2:28][N:27]([CH3:30])[CH2:26][CH2:25]3)=O)[CH2:18][CH2:17]2)[CH:13]=[CH:14][CH:15]=1, predict the reaction product. The product is: [CH3:30][N:27]1[CH2:26][CH2:25][CH:24]([CH2:22][N:19]2[CH2:20][CH2:21][N:16]([C:12]3[CH:11]=[C:10]([C:2]4[NH:1][C:5]5[CH:6]=[CH:7][CH:8]=[CH:9][C:4]=5[N:3]=4)[CH:15]=[CH:14][CH:13]=3)[CH2:17][CH2:18]2)[CH2:29][CH2:28]1.